From a dataset of Forward reaction prediction with 1.9M reactions from USPTO patents (1976-2016). Predict the product of the given reaction. Given the reactants [H-].[Na+].[CH3:3]N(C=O)C.[F:8][C:9]1[CH:18]=[CH:17][C:16]([O:19][CH2:20][CH2:21][CH3:22])=[C:15]2[C:10]=1[C:11](=[O:43])[C:12]([C:35]1[CH:40]=[CH:39][C:38]([O:41][CH3:42])=[CH:37][CH:36]=1)=[CH:13][N:14]2[CH2:23][C:24]([NH:26][CH2:27][CH2:28][N:29]1[CH2:34][CH2:33][O:32][CH2:31][CH2:30]1)=[O:25].CI, predict the reaction product. The product is: [F:8][C:9]1[CH:18]=[CH:17][C:16]([O:19][CH2:20][CH2:21][CH3:22])=[C:15]2[C:10]=1[C:11](=[O:43])[C:12]([C:35]1[CH:36]=[CH:37][C:38]([O:41][CH3:42])=[CH:39][CH:40]=1)=[CH:13][N:14]2[CH2:23][C:24]([N:26]([CH3:3])[CH2:27][CH2:28][N:29]1[CH2:34][CH2:33][O:32][CH2:31][CH2:30]1)=[O:25].